Task: Predict the reaction yield, written as a fraction of the theoretical maximum amount of product (1.0 means a 100% yield; for example, 0.34 means a 34% yield).. Dataset: Reaction yield outcomes from USPTO patents with 853,638 reactions (1) The reactants are [OH:1][C:2]1[CH:12]=[CH:11][CH:10]=[C:4]2[C:5]([O:7][C:8](=[O:9])[C:3]=12)=O.[CH3:13][O:14][C:15]1[CH:22]=[CH:21][C:18]([CH2:19][NH2:20])=[CH:17][CH:16]=1.C(O)(=O)C. The catalyst is O. The product is [OH:1][C:2]1[CH:12]=[CH:11][CH:10]=[C:4]2[C:3]=1[C:8](=[O:9])[N:20]([CH2:19][C:18]1[CH:21]=[CH:22][C:15]([O:14][CH3:13])=[CH:16][CH:17]=1)[C:5]2=[O:7]. The yield is 0.810. (2) The reactants are [CH:1]1([CH2:4][O:5][C:6]2[C:11]([O:12][CH3:13])=[CH:10][CH:9]=[CH:8][C:7]=2[O:14][CH3:15])[CH2:3][CH2:2]1.[Br:16]N1C(=O)CCC1=O. The catalyst is C1COCC1. The product is [Br:16][C:8]1[CH:9]=[CH:10][C:11]([O:12][CH3:13])=[C:6]([O:5][CH2:4][CH:1]2[CH2:2][CH2:3]2)[C:7]=1[O:14][CH3:15]. The yield is 0.730. (3) The reactants are Cl[C:2]1[N:7]=[C:6]([NH:8][C@H:9]([C:11]2[CH:12]=[C:13]([NH:17][C:18](=[O:29])[C:19]3[CH:24]=[CH:23][CH:22]=[C:21]([C:25]([F:28])([F:27])[F:26])[CH:20]=3)[CH:14]=[CH:15][CH:16]=2)[CH3:10])[CH:5]=[N:4][CH:3]=1.[OH:30][CH2:31][C:32]1[CH:37]=[CH:36][C:35](B(O)O)=[CH:34][CH:33]=1.C(=O)([O-])[O-].[Na+].[Na+].[Cl-].[Na+].O.O. The catalyst is CN(C)C=O.C1C=CC(P(C2C=CC=CC=2)[C-]2C=CC=C2)=CC=1.C1C=CC(P(C2C=CC=CC=2)[C-]2C=CC=C2)=CC=1.Cl[Pd]Cl.[Fe+2]. The product is [OH:30][CH2:31][C:32]1[CH:37]=[CH:36][C:35]([C:2]2[N:7]=[C:6]([NH:8][C@H:9]([C:11]3[CH:12]=[C:13]([NH:17][C:18](=[O:29])[C:19]4[CH:24]=[CH:23][CH:22]=[C:21]([C:25]([F:28])([F:27])[F:26])[CH:20]=4)[CH:14]=[CH:15][CH:16]=3)[CH3:10])[CH:5]=[N:4][CH:3]=2)=[CH:34][CH:33]=1. The yield is 0.330. (4) The reactants are C([O:8][C:9]1[CH:15]=[CH:14][CH:13]=[C:12]([F:16])[C:10]=1[NH2:11])C1C=CC=CC=1. The catalyst is [Pd].CO. The product is [NH2:11][C:10]1[C:12]([F:16])=[CH:13][CH:14]=[CH:15][C:9]=1[OH:8]. The yield is 0.990. (5) The reactants are [OH:1][C:2]1[C:11]2[C:6](=[CH:7][CH:8]=[CH:9][CH:10]=2)[N:5]=[CH:4][C:3]=1[C:12]([OH:14])=O.CN(C(ON1N=NC2C=CC=CC1=2)=[N+](C)C)C.F[P-](F)(F)(F)(F)F.CCN(C(C)C)C(C)C.[CH3:48][C:49]1[CH:54]=[CH:53][C:52]([N+:55]([O-])=O)=[CH:51][C:50]=1[NH2:58].O.O.Cl[Sn]Cl.C([O-])(O)=O.[Na+]. The catalyst is C1COCC1. The product is [NH2:55][C:52]1[CH:53]=[CH:54][C:49]([CH3:48])=[C:50]([NH:58][C:12]([C:3]2[C:2](=[O:1])[C:11]3[C:6](=[CH:7][CH:8]=[CH:9][CH:10]=3)[NH:5][CH:4]=2)=[O:14])[CH:51]=1. The yield is 0.0800. (6) The reactants are [C:1]([C:3]1[CH:8]=[CH:7][C:6](B(O)O)=[CH:5][CH:4]=1)#[N:2].Br[C:13]1[C:20]([F:21])=[C:19]([F:22])[C:16]([C:17]#[N:18])=[C:15]([F:23])[C:14]=1[F:24].COC1C=CC=C(OC)C=1C1C=CC=CC=1P(C1CCCCC1)C1CCCCC1.[O-]P([O-])([O-])=O.[K+].[K+].[K+]. The catalyst is C1(C)C=CC=CC=1.C1C=CC(/C=C/C(/C=C/C2C=CC=CC=2)=O)=CC=1.C1C=CC(/C=C/C(/C=C/C2C=CC=CC=2)=O)=CC=1.C1C=CC(/C=C/C(/C=C/C2C=CC=CC=2)=O)=CC=1.[Pd].[Pd]. The product is [F:22][C:19]1[C:20]([F:21])=[C:13]([C:6]2[CH:7]=[CH:8][C:3]([C:1]#[N:2])=[CH:4][CH:5]=2)[C:14]([F:24])=[C:15]([F:23])[C:16]=1[C:17]#[N:18]. The yield is 0.340.